From a dataset of Reaction yield outcomes from USPTO patents with 853,638 reactions. Predict the reaction yield, written as a fraction of the theoretical maximum amount of product (1.0 means a 100% yield; for example, 0.34 means a 34% yield). The reactants are [I-].[CH3:2][S+](C)(C)=O.[H-].[Na+].[N:9]12[CH2:16][CH2:15][CH:12]([CH2:13][CH2:14]1)[C:11](=[O:17])[CH2:10]2.O. The catalyst is CS(C)=O. The product is [O:17]1[CH2:2][C:11]21[CH:12]1[CH2:15][CH2:16][N:9]([CH2:14][CH2:13]1)[CH2:10]2. The yield is 0.830.